Dataset: Full USPTO retrosynthesis dataset with 1.9M reactions from patents (1976-2016). Task: Predict the reactants needed to synthesize the given product. (1) Given the product [CH3:1][O:2][C:3](=[O:11])[C:4]1[CH:9]=[CH:8][C:7]([OH:10])=[C:6]([Br:18])[CH:5]=1, predict the reactants needed to synthesize it. The reactants are: [CH3:1][O:2][C:3](=[O:11])[C:4]1[CH:9]=[CH:8][C:7]([OH:10])=[CH:6][CH:5]=1.F[B-](F)(F)F.[H+].[Br:18]N1C(=O)CCC1=O. (2) The reactants are: [H-].[Na+].P([CH2:7][C:8]([O:10][CH2:11][CH3:12])=[O:9])(O)(O)=O.[Br:13][C:14]1[C:19]([CH3:20])=[CH:18][N:17]=[C:16]([CH:21]=O)[CH:15]=1.O. Given the product [Br:13][C:14]1[C:19]([CH3:20])=[CH:18][N:17]=[C:16](/[CH:21]=[CH:7]/[C:8]([O:10][CH2:11][CH3:12])=[O:9])[CH:15]=1, predict the reactants needed to synthesize it. (3) Given the product [CH:13]1[C:14]2[C:9](=[CH:8][C:7]([C:4]3[O:3][C:2]([NH:17][C:18]4[CH:19]=[C:20]([NH:24][S:25]([CH2:28][C:29]5[CH:30]=[CH:31][CH:32]=[CH:33][CH:34]=5)(=[O:27])=[O:26])[CH:21]=[CH:22][CH:23]=4)=[N:6][CH:5]=3)=[CH:16][CH:15]=2)[CH:10]=[CH:11][N:12]=1, predict the reactants needed to synthesize it. The reactants are: Cl[C:2]1[O:3][C:4]([C:7]2[CH:8]=[C:9]3[C:14](=[CH:15][CH:16]=2)[CH:13]=[N:12][CH:11]=[CH:10]3)=[CH:5][N:6]=1.[NH2:17][C:18]1[CH:19]=[C:20]([NH:24][S:25]([CH2:28][C:29]2[CH:34]=[CH:33][CH:32]=[CH:31][CH:30]=2)(=[O:27])=[O:26])[CH:21]=[CH:22][CH:23]=1. (4) Given the product [C:3]([C:5]1[CH:6]=[C:7]2[C:15](=[CH:16][CH:17]=1)[N:14]([CH2:26][C:27]1[CH:32]=[CH:31][C:30]([F:33])=[CH:29][N:28]=1)[C:13]1[CH2:12][CH2:11][CH:10]([NH:18][C:19](=[O:23])[CH:20]([CH3:21])[CH3:22])[CH2:9][C:8]2=1)#[N:4], predict the reactants needed to synthesize it. The reactants are: [H-].[Na+].[C:3]([C:5]1[CH:6]=[C:7]2[C:15](=[CH:16][CH:17]=1)[NH:14][C:13]1[CH2:12][CH2:11][CH:10]([NH:18][C:19](=[O:23])[CH:20]([CH3:22])[CH3:21])[CH2:9][C:8]2=1)#[N:4].Cl.Cl[CH2:26][C:27]1[CH:32]=[CH:31][C:30]([F:33])=[CH:29][N:28]=1. (5) The reactants are: [CH3:1][N:2]([C:13]1[CH:38]=[CH:37][CH:36]=[CH:35][C:14]=1[CH2:15][C:16]1[C:24]2[C:23](=[O:25])[CH2:22][C:21]([CH3:27])([CH3:26])[CH2:20][C:19]=2[N:18]([CH2:28][C:29]([O:31]CC)=[O:30])[C:17]=1[CH3:34])[S:3]([C:6]1[CH:11]=[CH:10][C:9]([CH3:12])=[CH:8][CH:7]=1)(=[O:5])=[O:4].O.[OH-].[Na+].Cl. Given the product [CH3:1][N:2]([C:13]1[CH:38]=[CH:37][CH:36]=[CH:35][C:14]=1[CH2:15][C:16]1[C:24]2[C:23](=[O:25])[CH2:22][C:21]([CH3:27])([CH3:26])[CH2:20][C:19]=2[N:18]([CH2:28][C:29]([OH:31])=[O:30])[C:17]=1[CH3:34])[S:3]([C:6]1[CH:11]=[CH:10][C:9]([CH3:12])=[CH:8][CH:7]=1)(=[O:5])=[O:4], predict the reactants needed to synthesize it. (6) Given the product [CH2:47]([O:46][C:43]1[CH:42]=[CH:41][C:40]([CH2:39][CH:23]([C:24]([O:26][C:27]([CH3:30])([CH3:28])[CH3:29])=[O:25])[CH2:22][C@@H:21]([C:31]([O:33][C:34]([CH3:37])([CH3:36])[CH3:35])=[O:32])[NH:20][C:1]([C:8]2[CH:13]=[CH:12][CH:11]=[CH:10][CH:9]=2)([C:14]2[CH:15]=[CH:16][CH:17]=[CH:18][CH:19]=2)[C:2]2[CH:7]=[CH:6][CH:5]=[CH:4][CH:3]=2)=[CH:45][CH:44]=1)[C:48]1[CH:49]=[CH:50][CH:51]=[CH:52][CH:53]=1, predict the reactants needed to synthesize it. The reactants are: [C:1]([NH:20][C@H:21]([C:31]([O:33][C:34]([CH3:37])([CH3:36])[CH3:35])=[O:32])[CH2:22][CH2:23][C:24]([O:26][C:27]([CH3:30])([CH3:29])[CH3:28])=[O:25])([C:14]1[CH:19]=[CH:18][CH:17]=[CH:16][CH:15]=1)([C:8]1[CH:13]=[CH:12][CH:11]=[CH:10][CH:9]=1)[C:2]1[CH:7]=[CH:6][CH:5]=[CH:4][CH:3]=1.Br[CH2:39][C:40]1[CH:45]=[CH:44][C:43]([O:46][CH2:47][C:48]2[CH:53]=[CH:52][CH:51]=[CH:50][CH:49]=2)=[CH:42][CH:41]=1. (7) The reactants are: [Br:1][C:2]1[CH:3]=[C:4]([C:11]([N:13]2[CH2:18][CH2:17][O:16][C:15]3[CH:19]=[N:20][CH:21]=[CH:22][C:14]2=3)=[O:12])[CH:5]=[C:6]([Br:10])[C:7]=1[O:8]C.B(Br)(Br)Br.C(=O)([O-])O.[Na+]. Given the product [Br:1][C:2]1[CH:3]=[C:4]([C:11]([N:13]2[CH2:18][CH2:17][O:16][C:15]3[CH:19]=[N:20][CH:21]=[CH:22][C:14]2=3)=[O:12])[CH:5]=[C:6]([Br:10])[C:7]=1[OH:8], predict the reactants needed to synthesize it.